Dataset: Peptide-MHC class I binding affinity with 185,985 pairs from IEDB/IMGT. Task: Regression. Given a peptide amino acid sequence and an MHC pseudo amino acid sequence, predict their binding affinity value. This is MHC class I binding data. (1) The peptide sequence is AATEAEKQL. The MHC is HLA-A02:03 with pseudo-sequence HLA-A02:03. The binding affinity (normalized) is 0.304. (2) The peptide sequence is HTQGYFPDWQ. The MHC is HLA-A02:02 with pseudo-sequence HLA-A02:02. The binding affinity (normalized) is 0. (3) The peptide sequence is FAAPQFSLW. The MHC is Mamu-B8301 with pseudo-sequence Mamu-B8301. The binding affinity (normalized) is 0. (4) The peptide sequence is STHAVRITWY. The MHC is Mamu-A01 with pseudo-sequence Mamu-A01. The binding affinity (normalized) is 0.234. (5) The MHC is HLA-A24:02 with pseudo-sequence HLA-A24:02. The peptide sequence is HFRGFSKSI. The binding affinity (normalized) is 0.